From a dataset of Forward reaction prediction with 1.9M reactions from USPTO patents (1976-2016). Predict the product of the given reaction. (1) Given the reactants [NH3:1].[Cr:2]([O:6][Cr:7]([O-:10])(=[O:9])=[O:8])([O-:5])(=[O:4])=[O:3].[Na+:11].[Na+], predict the reaction product. The product is: [OH2:3].[OH2:3].[Cr:2]([O:6][Cr:7]([O-:10])(=[O:9])=[O:8])([O-:5])(=[O:4])=[O:3].[Na+:11].[Na+:11].[NH4+:1]. (2) The product is: [I:20][C:21]1[C:22]([O:12][CH2:13][C:14]([F:17])([F:16])[F:15])=[CH:23][N:24]=[C:25]([O:27][CH3:28])[CH:26]=1. Given the reactants C(=O)([O-])[O-].[K+].[K+].FC(F)(F)S([O:12][CH2:13][C:14]([F:17])([F:16])[F:15])(=O)=O.[I:20][C:21]1[CH:26]=[C:25]([O:27][CH3:28])[N:24]=[CH:23][C:22]=1O.O.C(OCC)(=O)C, predict the reaction product. (3) Given the reactants Cl[C:2](Cl)([O:4]C(=O)OC(Cl)(Cl)Cl)Cl.[C:13]1([S:19]([CH2:22][CH2:23][OH:24])(=[O:21])=[O:20])[CH:18]=[CH:17][CH:16]=[CH:15][CH:14]=1.N1C=CC=CC=1.[NH2:31][C:32]1[CH:37]=[CH:36][N:35]([CH:38]2[CH2:42][O:41][CH:40]([C:43]([CH3:51])([CH3:50])[O:44][SiH2:45][C:46]([CH3:49])([CH3:48])[CH3:47])[O:39]2)[C:34](=[O:52])[N:33]=1, predict the reaction product. The product is: [C:13]1([S:19]([CH2:22][CH2:23][O:24][C:2](=[O:4])[NH:31][C:32]2[CH:37]=[CH:36][N:35]([CH:38]3[CH2:42][O:41][CH:40]([C:43]([CH3:51])([CH3:50])[O:44][SiH2:45][C:46]([CH3:47])([CH3:49])[CH3:48])[O:39]3)[C:34](=[O:52])[N:33]=2)(=[O:20])=[O:21])[CH:14]=[CH:15][CH:16]=[CH:17][CH:18]=1. (4) Given the reactants [OH:1][C:2]1[CH:3]=[C:4]([CH:9]=[C:10]([OH:12])[CH:11]=1)[C:5]([O:7][CH3:8])=[O:6].[Br:13][C:14]1[CH:19]=[CH:18][C:17](B(O)O)=[CH:16][CH:15]=1.N1C=CC=CC=1, predict the reaction product. The product is: [CH3:8][O:7][C:5](=[O:6])[C:4]1[CH:3]=[C:2]([OH:1])[CH:11]=[C:10]([O:12][C:17]2[CH:18]=[CH:19][C:14]([Br:13])=[CH:15][CH:16]=2)[CH:9]=1. (5) Given the reactants [CH2:1]([NH2:5])[CH:2]([CH3:4])[CH3:3].Br[CH2:7][C:8]([OH:10])=[O:9], predict the reaction product. The product is: [CH2:1]([NH:5][CH2:7][C:8]([OH:10])=[O:9])[CH:2]([CH3:4])[CH3:3].